From a dataset of NCI-60 drug combinations with 297,098 pairs across 59 cell lines. Regression. Given two drug SMILES strings and cell line genomic features, predict the synergy score measuring deviation from expected non-interaction effect. (1) Drug 1: C1=CN(C=N1)CC(O)(P(=O)(O)O)P(=O)(O)O. Drug 2: CS(=O)(=O)OCCCCOS(=O)(=O)C. Cell line: UO-31. Synergy scores: CSS=5.37, Synergy_ZIP=-2.16, Synergy_Bliss=-2.18, Synergy_Loewe=0.339, Synergy_HSA=-0.714. (2) Drug 1: C1=C(C(=O)NC(=O)N1)N(CCCl)CCCl. Drug 2: CN(CC1=CN=C2C(=N1)C(=NC(=N2)N)N)C3=CC=C(C=C3)C(=O)NC(CCC(=O)O)C(=O)O. Cell line: HOP-62. Synergy scores: CSS=29.9, Synergy_ZIP=-1.82, Synergy_Bliss=-1.64, Synergy_Loewe=-4.72, Synergy_HSA=0.0562. (3) Drug 1: CCCS(=O)(=O)NC1=C(C(=C(C=C1)F)C(=O)C2=CNC3=C2C=C(C=N3)C4=CC=C(C=C4)Cl)F. Drug 2: CS(=O)(=O)OCCCCOS(=O)(=O)C. Cell line: SF-295. Synergy scores: CSS=8.16, Synergy_ZIP=-3.37, Synergy_Bliss=-4.75, Synergy_Loewe=-4.52, Synergy_HSA=-4.50. (4) Drug 1: C1CCC(CC1)NC(=O)N(CCCl)N=O. Drug 2: C1=NNC2=C1C(=O)NC=N2. Cell line: MOLT-4. Synergy scores: CSS=48.7, Synergy_ZIP=-3.03, Synergy_Bliss=2.05, Synergy_Loewe=-7.77, Synergy_HSA=1.98. (5) Drug 1: CCC1=C2CN3C(=CC4=C(C3=O)COC(=O)C4(CC)O)C2=NC5=C1C=C(C=C5)O. Drug 2: C1CN(P(=O)(OC1)NCCCl)CCCl. Cell line: SK-MEL-5. Synergy scores: CSS=22.0, Synergy_ZIP=-6.76, Synergy_Bliss=-0.556, Synergy_Loewe=-25.9, Synergy_HSA=-1.36. (6) Drug 1: CC1=C2C(C(=O)C3(C(CC4C(C3C(C(C2(C)C)(CC1OC(=O)C(C(C5=CC=CC=C5)NC(=O)OC(C)(C)C)O)O)OC(=O)C6=CC=CC=C6)(CO4)OC(=O)C)O)C)O. Drug 2: CN1C2=C(C=C(C=C2)N(CCCl)CCCl)N=C1CCCC(=O)O.Cl. Cell line: T-47D. Synergy scores: CSS=-7.28, Synergy_ZIP=5.09, Synergy_Bliss=5.36, Synergy_Loewe=-3.79, Synergy_HSA=-3.81.